From a dataset of Forward reaction prediction with 1.9M reactions from USPTO patents (1976-2016). Predict the product of the given reaction. Given the reactants [C:1]([O:5][C:6]([N:8]1[CH:13]2[CH2:14][CH2:15][CH:9]1[CH2:10][CH:11]([C:16]#[N:17])[CH2:12]2)=[O:7])([CH3:4])([CH3:3])[CH3:2].Cl[C:19]1[S:20][CH:21]=[CH:22][N:23]=1.[Li].C[Si](N[Si](C)(C)C)(C)C.[Cl-].[NH4+], predict the reaction product. The product is: [C:1]([O:5][C:6]([N:8]1[CH:13]2[CH2:14][CH2:15][CH:9]1[CH2:10][C:11]([C:16]#[N:17])([C:19]1[S:20][CH:21]=[CH:22][N:23]=1)[CH2:12]2)=[O:7])([CH3:4])([CH3:2])[CH3:3].